Dataset: Forward reaction prediction with 1.9M reactions from USPTO patents (1976-2016). Task: Predict the product of the given reaction. (1) Given the reactants [H-].[Na+].[Cl:3][C:4]1[CH:9]=[CH:8][C:7]([CH:10]([OH:24])[CH:11]2[CH2:16][CH2:15][N:14]([C:17]([O:19][C:20]([CH3:23])([CH3:22])[CH3:21])=[O:18])[CH2:13][CH2:12]2)=[CH:6][CH:5]=1.I[CH2:26][CH3:27], predict the reaction product. The product is: [Cl:3][C:4]1[CH:5]=[CH:6][C:7]([CH:10]([O:24][CH2:26][CH3:27])[CH:11]2[CH2:12][CH2:13][N:14]([C:17]([O:19][C:20]([CH3:21])([CH3:23])[CH3:22])=[O:18])[CH2:15][CH2:16]2)=[CH:8][CH:9]=1. (2) The product is: [Br:1][C:2]1[CH:3]=[C:4]2[C:9](=[CH:10][CH:11]=1)[NH:8][C:7](=[O:12])[CH:6]=[C:5]2[CH2:13][CH2:14][CH2:15][O:16][Si:22]([C:35]([CH3:38])([CH3:37])[CH3:36])([C:29]1[CH:30]=[CH:31][CH:32]=[CH:33][CH:34]=1)[C:23]1[CH:28]=[CH:27][CH:26]=[CH:25][CH:24]=1. Given the reactants [Br:1][C:2]1[CH:3]=[C:4]2[C:9](=[CH:10][CH:11]=1)[NH:8][C:7](=[O:12])[CH:6]=[C:5]2[CH2:13][CH2:14][CH2:15][OH:16].N1C=CN=C1.[Si:22](Cl)([C:35]([CH3:38])([CH3:37])[CH3:36])([C:29]1[CH:34]=[CH:33][CH:32]=[CH:31][CH:30]=1)[C:23]1[CH:28]=[CH:27][CH:26]=[CH:25][CH:24]=1.O, predict the reaction product. (3) The product is: [N:18]1([CH2:23][CH2:24][CH2:25][NH:26][C:27]([C:29]2[CH:33]=[C:32]([CH3:34])[NH:31][C:30]=2[CH:35]=[C:10]2[C:9]3[C:13](=[CH:14][CH:15]=[CH:16][C:8]=3[C:5]3[CH:4]=[CH:3][C:2]([F:1])=[CH:7][CH:6]=3)[NH:12][C:11]2=[O:17])=[O:28])[CH2:22][CH2:21][CH2:20][CH2:19]1. Given the reactants [F:1][C:2]1[CH:7]=[CH:6][C:5]([C:8]2[CH:16]=[CH:15][CH:14]=[C:13]3[C:9]=2[CH2:10][C:11](=[O:17])[NH:12]3)=[CH:4][CH:3]=1.[N:18]1([CH2:23][CH2:24][CH2:25][NH:26][C:27]([C:29]2[CH:33]=[C:32]([CH3:34])[NH:31][C:30]=2[CH:35]=O)=[O:28])[CH2:22][CH2:21][CH2:20][CH2:19]1, predict the reaction product. (4) Given the reactants [N:1]([CH2:4][C:5]([N:8]1[CH:12]=[C:11]([N+:13]([O-:15])=[O:14])[CH:10]=[N:9]1)([CH3:7])[CH3:6])=[N+]=[N-].C1(P(C2C=CC=CC=2)C2C=CC=CC=2)C=CC=CC=1, predict the reaction product. The product is: [CH3:7][C:5]([N:8]1[CH:12]=[C:11]([N+:13]([O-:15])=[O:14])[CH:10]=[N:9]1)([CH3:6])[CH2:4][NH2:1]. (5) The product is: [NH2:35][C:33](=[O:34])[C@@H:32]([NH:31][C:9]([C@@H:1]1[C:3]2([CH2:4][CH2:5][CH2:6][CH2:7][CH2:8]2)[CH2:2]1)=[O:11])[CH3:36]. Given the reactants [CH:1]1([C:9]([OH:11])=O)[C:3]2([CH2:8][CH2:7][CH2:6][CH2:5][CH2:4]2)[CH2:2]1.C(N1C=CN=C1)(N1C=CN=C1)=O.C(OCC)(=O)C.Cl.[NH2:31][C@@H:32]([CH3:36])[C:33]([NH2:35])=[O:34], predict the reaction product. (6) Given the reactants S(OOS([O-])(=O)=O)([O-])(=O)=O.[K+].[K+].[F:13][C:14]1[CH:32]=[C:31]([CH:33]([OH:38])[C:34]([F:37])([F:36])[F:35])[CH:30]=[CH:29][C:15]=1[O:16][C:17]1[CH:27]=[CH:26][CH:25]=[C:24]([CH3:28])[C:18]=1[C:19]([O:21][CH2:22][CH3:23])=[O:20], predict the reaction product. The product is: [F:13][C:14]1[CH:32]=[C:31]([C:33](=[O:38])[C:34]([F:36])([F:37])[F:35])[CH:30]=[CH:29][C:15]=1[O:16][C:17]1[CH:27]=[CH:26][CH:25]=[C:24]([CH3:28])[C:18]=1[C:19]([O:21][CH2:22][CH3:23])=[O:20]. (7) Given the reactants Cl[C:2]1[N:3]=[CH:4][C:5]([C:8]([OH:10])=[O:9])=[N:6][CH:7]=1.[O:11]1[CH2:14][CH2:13][CH:12]1[CH2:15][OH:16].CC(C)([O-])C.[K+], predict the reaction product. The product is: [O:11]1[CH2:14][CH2:13][CH:12]1[CH2:15][O:16][C:2]1[N:3]=[CH:4][C:5]([C:8]([OH:10])=[O:9])=[N:6][CH:7]=1. (8) Given the reactants [CH:1]1([O:6][CH2:7][C:8]2[O:12][N:11]=[C:10]([C:13]([OH:15])=O)[CH:9]=2)[CH2:5][CH2:4][CH2:3][CH2:2]1.Cl.[O:17]1[CH2:21][CH2:20][CH:19]([CH2:22][NH2:23])[CH2:18]1.C(N(CC)CC)C.ON1C2C=CC=CC=2N=N1.Cl.C(N=C=NCCCN(C)C)C, predict the reaction product. The product is: [O:17]1[CH2:21][CH2:20][CH:19]([CH2:22][NH:23][C:13]([C:10]2[CH:9]=[C:8]([CH2:7][O:6][CH:1]3[CH2:2][CH2:3][CH2:4][CH2:5]3)[O:12][N:11]=2)=[O:15])[CH2:18]1.